Dataset: Peptide-MHC class I binding affinity with 185,985 pairs from IEDB/IMGT. Task: Regression. Given a peptide amino acid sequence and an MHC pseudo amino acid sequence, predict their binding affinity value. This is MHC class I binding data. (1) The peptide sequence is HQPQNGQFI. The binding affinity (normalized) is 0.0352. The MHC is H-2-Kb with pseudo-sequence H-2-Kb. (2) The peptide sequence is KAFSPEVIPMF. The MHC is HLA-B57:01 with pseudo-sequence HLA-B57:01. The binding affinity (normalized) is 0.790.